Dataset: Forward reaction prediction with 1.9M reactions from USPTO patents (1976-2016). Task: Predict the product of the given reaction. Given the reactants [O:1]1[C:5]2([CH2:10][CH2:9][CH:8]([NH:11][C:12]3[NH:16][N:15]=[CH:14][CH:13]=3)[CH2:7][CH2:6]2)[O:4][CH2:3][CH2:2]1.N12CCCN=C1CCCCC2.[C:28]([C:30]1[CH:35]=[CH:34][CH:33]=[CH:32][C:31]=1[C:36]1[CH:41]=[CH:40][C:39]([CH:42]([CH:44]([C:50](=O)[CH2:51][CH2:52][CH3:53])[C:45](OCC)=[O:46])[CH3:43])=[CH:38][CH:37]=1)#[N:29].C(OCC)(=O)C, predict the reaction product. The product is: [O:4]1[C:5]2([CH2:6][CH2:7][CH:8]([N:11]3[C:45](=[O:46])[C:44]([CH:42]([C:39]4[CH:40]=[CH:41][C:36]([C:31]5[C:30]([C:28]#[N:29])=[CH:35][CH:34]=[CH:33][CH:32]=5)=[CH:37][CH:38]=4)[CH3:43])=[C:50]([CH2:51][CH2:52][CH3:53])[N:16]4[N:15]=[CH:14][CH:13]=[C:12]34)[CH2:9][CH2:10]2)[O:1][CH2:2][CH2:3]1.